This data is from Forward reaction prediction with 1.9M reactions from USPTO patents (1976-2016). The task is: Predict the product of the given reaction. (1) Given the reactants [C:1]1(/[C:7](/[C:17]2[CH:22]=[CH:21][C:20]([CH:23]=[CH:24][C:25](O)=[O:26])=[CH:19][CH:18]=2)=[C:8](/[C:11]2[CH:16]=[CH:15][CH:14]=[CH:13][CH:12]=2)\[CH2:9][CH3:10])[CH:6]=[CH:5][CH:4]=[CH:3][CH:2]=1.[N+:28]([C:31]1[CH:36]=[CH:35][C:34]([S:37]([NH2:40])(=[O:39])=[O:38])=[CH:33][CH:32]=1)([O-:30])=[O:29], predict the reaction product. The product is: [C:1]1([C:7]([C:17]2[CH:22]=[CH:21][C:20]([CH:23]=[CH:24][C:25]([NH:40][S:37]([C:34]3[CH:33]=[CH:32][C:31]([N+:28]([O-:30])=[O:29])=[CH:36][CH:35]=3)(=[O:38])=[O:39])=[O:26])=[CH:19][CH:18]=2)=[C:8]([C:11]2[CH:16]=[CH:15][CH:14]=[CH:13][CH:12]=2)[CH2:9][CH3:10])[CH:2]=[CH:3][CH:4]=[CH:5][CH:6]=1. (2) The product is: [CH3:25][N:9]1[C:8]2=[CH:7][N:6]([CH2:5][O:32][CH2:31][CH2:30][Si:27]([CH3:29])([CH3:28])[CH3:26])[CH:14]=[C:13]2[C:12](=[O:22])[N:11]([CH3:23])[C:10]1=[O:24]. Given the reactants [H-].[Na+].NC[CH2:5][N:6]1[C:14](C2C=CC=C(Cl)C=2)=[C:13]2[C:8]([N:9]([CH3:25])[C:10](=[O:24])[N:11]([CH3:23])[C:12]2=[O:22])=[CH:7]1.[CH3:26][Si:27]([CH2:30][CH2:31][O:32]CCl)([CH3:29])[CH3:28], predict the reaction product.